This data is from Peptide-MHC class II binding affinity with 134,281 pairs from IEDB. The task is: Regression. Given a peptide amino acid sequence and an MHC pseudo amino acid sequence, predict their binding affinity value. This is MHC class II binding data. (1) The peptide sequence is GEPQIVDKIDAAFKI. The MHC is DRB4_0101 with pseudo-sequence DRB4_0103. The binding affinity (normalized) is 0.518. (2) The peptide sequence is LQFRRIRGPRASVIP. The MHC is DRB4_0101 with pseudo-sequence DRB4_0103. The binding affinity (normalized) is 0.509. (3) The peptide sequence is EKKYFHATQFEPLAA. The MHC is DRB1_0101 with pseudo-sequence DRB1_0101. The binding affinity (normalized) is 0.671. (4) The peptide sequence is VDGNPTVDIEEAPEM. The MHC is HLA-DQA10501-DQB10302 with pseudo-sequence HLA-DQA10501-DQB10302. The binding affinity (normalized) is 0.273. (5) The peptide sequence is KLTITGKGTLDGQGK. The MHC is DRB1_1101 with pseudo-sequence DRB1_1101. The binding affinity (normalized) is 0.419. (6) The peptide sequence is SKYALVDASLKMADPNRFRGKDLPVLDQL. The MHC is DRB1_0701 with pseudo-sequence DRB1_0701. The binding affinity (normalized) is 0.452. (7) The peptide sequence is VGAATGAATAATGGY. The MHC is DRB4_0101 with pseudo-sequence DRB4_0103. The binding affinity (normalized) is 0. (8) The peptide sequence is VHQIFGSAYTALFSG. The MHC is DRB5_0101 with pseudo-sequence DRB5_0101. The binding affinity (normalized) is 0.768. (9) The peptide sequence is EQIGWMTNNPPIPVGEI. The MHC is DRB1_0103 with pseudo-sequence QEFFIASGAAVDAIMWLFLECYDIDEATYHVGFT. The binding affinity (normalized) is 0.